From a dataset of Full USPTO retrosynthesis dataset with 1.9M reactions from patents (1976-2016). Predict the reactants needed to synthesize the given product. (1) The reactants are: [C:1]([OH:10])(=[O:9])[C:2]1[CH:7]=[CH:6][CH:5]=[N+:4]([O-])[CH:3]=1.[C-]#N.[Na+].[CH2:14]([N:16](CC)CC)C.C[Si](Cl)(C)C. Given the product [C:14]([C:5]1[CH:6]=[CH:7][C:2]([C:1]([OH:10])=[O:9])=[CH:3][N:4]=1)#[N:16], predict the reactants needed to synthesize it. (2) Given the product [Br-:1].[OH:18][CH2:17][C@H:13]1[CH2:14][CH2:15][CH2:16][N+:12]1([CH2:2][C:3](=[O:4])[NH:5][C:6]1[CH:10]=[CH:9][O:8][N:7]=1)[CH3:11], predict the reactants needed to synthesize it. The reactants are: [Br:1][CH2:2][C:3]([NH:5][C:6]1[CH:10]=[CH:9][O:8][N:7]=1)=[O:4].[CH3:11][N:12]1[CH2:16][CH2:15][CH2:14][C@@H:13]1[CH2:17][OH:18]. (3) The reactants are: [N+:1]([O-:4])(O)=[O:2].S(=O)(=O)(O)O.[Cl:10][C:11]1[CH:16]=[CH:15][CH:14]=[C:13]([F:17])[C:12]=1[C:18]([F:21])([F:20])[F:19]. Given the product [Cl:10][C:11]1[C:12]([C:18]([F:19])([F:20])[F:21])=[C:13]([F:17])[CH:14]=[CH:15][C:16]=1[N+:1]([O-:4])=[O:2], predict the reactants needed to synthesize it. (4) Given the product [CH2:1]([O:2][CH2:3][C@@H:4]1[C@H:6](/[CH:7]=[CH:8]/[C:9](/[CH3:16])=[CH:10]/[C:11]([O:13][CH2:14][CH3:15])=[O:12])[C@@:5]1([CH3:31])[C:17]1[CH:26]=[CH:25][C:24]2[C:23]([CH3:28])([CH3:27])[CH2:22][CH2:21][C:20]([CH3:30])([CH3:29])[C:19]=2[CH:18]=1)[CH3:32], predict the reactants needed to synthesize it. The reactants are: [CH3:1][O:2][CH2:3][C@@H:4]1[C@H:6](/[CH:7]=[CH:8]/[C:9](/[CH3:16])=[CH:10]/[C:11]([O:13][CH2:14][CH3:15])=[O:12])[C@@:5]1([CH3:31])[C:17]1[CH:26]=[CH:25][C:24]2[C:23]([CH3:28])([CH3:27])[CH2:22][CH2:21][C:20]([CH3:30])([CH3:29])[C:19]=2[CH:18]=1.[CH2:32](OC[C@@H]1[C@H](C=O)[C@]1(C)C1C=CC2C(C)(C)CCC(C)(C)C=2C=1)C. (5) Given the product [N:1]1([C:7]2[S:8][C:9](=[CH:28][C:25]3[CH:26]=[CH:27][C:20]([O:13][C:14]4[CH:15]=[CH:16][CH:17]=[CH:18][CH:19]=4)=[CH:21][CH:22]=3)[C:10](=[O:12])[N:11]=2)[CH2:2][CH2:3][O:4][CH2:5][CH2:6]1, predict the reactants needed to synthesize it. The reactants are: [N:1]1([C:7]2[S:8][CH2:9][C:10](=[O:12])[N:11]=2)[CH2:6][CH2:5][O:4][CH2:3][CH2:2]1.[O:13]([C:20]1[CH:21]=[C:22]([CH:25]=[CH:26][CH:27]=1)C=O)[C:14]1[CH:19]=[CH:18][CH:17]=[CH:16][CH:15]=1.[C:28]([O-])(=O)C.[Na+]. (6) The reactants are: Cl[C:2]1[C:11]([CH2:12][NH:13][C:14]2[N:22]=[CH:21][N:20]=[C:19]3[C:15]=2[N:16]=[CH:17][NH:18]3)=[CH:10][C:9]2[C:4](=[C:5]([CH3:23])[CH:6]=[CH:7][CH:8]=2)[N:3]=1.[CH3:24][NH:25][CH2:26][CH2:27][NH:28][CH3:29]. Given the product [N:22]1[C:14]([NH:13][CH2:12][C:11]2[C:2]([N:25]([CH3:24])[CH2:26][CH2:27][NH:28][CH3:29])=[N:3][C:4]3[C:9]([CH:10]=2)=[CH:8][CH:7]=[CH:6][C:5]=3[CH3:23])=[C:15]2[C:19]([NH:18][CH:17]=[N:16]2)=[N:20][CH:21]=1, predict the reactants needed to synthesize it.